Dataset: Forward reaction prediction with 1.9M reactions from USPTO patents (1976-2016). Task: Predict the product of the given reaction. (1) The product is: [O:21]1[C:2]2([CH2:7][CH2:6][CH:5]([NH:8][C:9](=[O:18])[O:10][CH2:11][C:12]3[CH:13]=[CH:14][CH:15]=[CH:16][CH:17]=3)[CH2:4][CH2:3]2)[O:1][CH2:19][CH2:20]1. Given the reactants [O:1]=[C:2]1[CH2:7][CH2:6][CH:5]([NH:8][C:9](=[O:18])[O:10][CH2:11][C:12]2[CH:17]=[CH:16][CH:15]=[CH:14][CH:13]=2)[CH2:4][CH2:3]1.[CH2:19](O)[CH2:20][OH:21].C(OC)(OC)OC.CC1C=CC(S(O)(=O)=O)=CC=1.O, predict the reaction product. (2) Given the reactants Cl.Cl.[CH2:3]1[C:6]2([CH2:11][CH2:10][NH:9][CH2:8][CH2:7]2)[CH2:5][N:4]1[C@H:12]1[C:20]2[C:15](=[CH:16][C:17]([C:21]3[N:22]=[CH:23][C:24]([C:27]([NH2:29])=[O:28])=[N:25][CH:26]=3)=[CH:18][CH:19]=2)[CH2:14][CH2:13]1.[CH3:30][O:31][C:32]1[CH:33]=[CH:34][C:35]([CH2:38][C:39](O)=[O:40])=[N:36][CH:37]=1.CN(C(ON1N=NC2C=CC=CC1=2)=[N+](C)C)C.F[P-](F)(F)(F)(F)F.C(N(CC)CC)C, predict the reaction product. The product is: [CH3:30][O:31][C:32]1[CH:33]=[CH:34][C:35]([CH2:38][C:39]([N:9]2[CH2:10][CH2:11][C:6]3([CH2:5][N:4]([C@H:12]4[C:20]5[C:15](=[CH:16][C:17]([C:21]6[N:22]=[CH:23][C:24]([C:27]([NH2:29])=[O:28])=[N:25][CH:26]=6)=[CH:18][CH:19]=5)[CH2:14][CH2:13]4)[CH2:3]3)[CH2:7][CH2:8]2)=[O:40])=[N:36][CH:37]=1. (3) Given the reactants C(OC([NH:8][C:9]1[CH:14]=[C:13]([CH2:15][C:16]([C:18]2[CH:23]=[CH:22][CH:21]=[C:20]([CH3:24])[CH:19]=2)=[O:17])[CH:12]=[CH:11][N:10]=1)=O)(C)(C)C.[Br:25]Br, predict the reaction product. The product is: [BrH:25].[NH2:8][C:9]1[CH:14]=[C:13]([CH:15]([Br:25])[C:16]([C:18]2[CH:23]=[CH:22][CH:21]=[C:20]([CH3:24])[CH:19]=2)=[O:17])[CH:12]=[CH:11][N:10]=1.